Dataset: Experimentally validated miRNA-target interactions with 360,000+ pairs, plus equal number of negative samples. Task: Binary Classification. Given a miRNA mature sequence and a target amino acid sequence, predict their likelihood of interaction. The miRNA is mmu-miR-7229-3p with sequence UACACAGACCAGUGACUUUCUGCA. The protein sequence of the target gene is MAEPWAGQFLQALPATVLGALGTLGSDFLREWETQDMRVTLFKLLLLWLVLSLLGIQLAWGFYGNTVTGLYHRPDPHPQPPAAMGVFLPPGLGGQNGSTPDGSTHFSSWEIAANEALKTHRE. Result: 0 (no interaction).